This data is from Full USPTO retrosynthesis dataset with 1.9M reactions from patents (1976-2016). The task is: Predict the reactants needed to synthesize the given product. (1) Given the product [CH:19]1[C:20]2[C:24]3[CH:25]=[CH:26][CH:27]=[CH:28][C:23]=3[O:22][C:21]=2[CH:29]=[CH:30][C:18]=1[CH2:17][C:16]1[C:15]2[C:10](=[CH:11][C:12]([O:33][CH3:34])=[C:13]([O:31][CH3:32])[CH:14]=2)[C:9]([CH2:35][CH2:36][CH3:37])=[N:8][C:7]=1[NH2:41], predict the reactants needed to synthesize it. The reactants are: FC(F)(F)S(O[C:7]1[N:8]=[C:9]([CH2:35][CH2:36][CH3:37])[C:10]2[C:15]([C:16]=1[CH2:17][C:18]1[CH:30]=[CH:29][C:21]3[O:22][C:23]4[CH:28]=[CH:27][CH:26]=[CH:25][C:24]=4[C:20]=3[CH:19]=1)=[CH:14][C:13]([O:31][CH3:32])=[C:12]([O:33][CH3:34])[CH:11]=2)(=O)=O.C(=O)(OC(C)(C)C)[NH2:41].C(=O)([O-])[O-].[Cs+].[Cs+].CC1(C)C2C=CC=C(P(C3C=CC=CC=3)C3C=CC=CC=3)C=2OC2C1=CC=CC=2P(C1C=CC=CC=1)C1C=CC=CC=1. (2) Given the product [Cl:8][C:4]1[CH:5]=[CH:6][CH:7]=[C:2]([S:12][CH:10]([CH3:11])[CH3:9])[N:3]=1, predict the reactants needed to synthesize it. The reactants are: Cl[C:2]1[CH:7]=[CH:6][CH:5]=[C:4]([Cl:8])[N:3]=1.[CH3:9][CH:10]([SH:12])[CH3:11].